Predict which catalyst facilitates the given reaction. From a dataset of Catalyst prediction with 721,799 reactions and 888 catalyst types from USPTO. (1) Reactant: [NH2:1][C:2]1[CH:3]=[C:4]([CH:19]=[CH:20][CH:21]=1)[CH2:5][C:6]1[C:11](=[S:12])[CH:10]=[CH:9][N:8]([C:13]2[CH:14]=[N:15][N:16]([CH3:18])[CH:17]=2)[N:7]=1.Cl[C:23]([O:25][CH2:26][CH2:27][O:28][CH3:29])=[O:24].CCN(C(C)C)C(C)C.C([O-])(O)=O.[Na+]. Product: [CH3:18][N:16]1[CH:17]=[C:13]([N:8]2[CH:9]=[CH:10][C:11](=[S:12])[C:6]([CH2:5][C:4]3[CH:3]=[C:2]([NH:1][C:23](=[O:24])[O:25][CH2:26][CH2:27][O:28][CH3:29])[CH:21]=[CH:20][CH:19]=3)=[N:7]2)[CH:14]=[N:15]1. The catalyst class is: 12. (2) Reactant: [CH3:1][NH:2][CH2:3][CH2:4][N:5]([CH2:11][C:12]1[CH:13]=[C:14]([CH:48]=[CH:49][CH:50]=1)[C:15]([NH:17][C:18]1[S:19][C:20]2[CH2:47][CH2:46][CH2:45][CH2:44][C:21]=2[C:22]=1[C:23]([NH:25][C:26]1[CH:31]=[CH:30][C:29]([CH2:32][CH2:33][C:34]2[CH:43]=[CH:42][C:37]([C:38]([O:40][CH3:41])=[O:39])=[CH:36][CH:35]=2)=[CH:28][CH:27]=1)=[O:24])=[O:16])[CH:6]([CH2:9][CH3:10])[CH2:7][CH3:8].[CH2:51](N(C(C)C)C(C)C)C.[CH3:60][C:61]1([CH3:69])[CH2:67][CH2:66][C:65](=[O:68])[O:64][C:62]1=[O:63]. Product: [CH3:51][O:64][C:62](=[O:63])[C:61]([CH3:69])([CH3:60])[CH2:67][CH2:66][C:65]([N:2]([CH3:1])[CH2:3][CH2:4][N:5]([CH2:11][C:12]1[CH:13]=[C:14]([CH:48]=[CH:49][CH:50]=1)[C:15]([NH:17][C:18]1[S:19][C:20]2[CH2:47][CH2:46][CH2:45][CH2:44][C:21]=2[C:22]=1[C:23]([NH:25][C:26]1[CH:31]=[CH:30][C:29]([CH2:32][CH2:33][C:34]2[CH:35]=[CH:36][C:37]([C:38]([O:40][CH3:41])=[O:39])=[CH:42][CH:43]=2)=[CH:28][CH:27]=1)=[O:24])=[O:16])[CH:6]([CH2:7][CH3:8])[CH2:9][CH3:10])=[O:68]. The catalyst class is: 2. (3) Reactant: [Li+].[OH-].[N+](C1C=CC(C([O:12][C@H:13]2[C:17]3[N:18]=[CH:19][N:20]=[C:21]([C:22]4[CH:47]=[CH:46][C:25]5[C:26]([CH:29]([C:39]6[CH:44]=[CH:43][C:42]([Cl:45])=[CH:41][CH:40]=6)[CH2:30][NH:31][C:32]([O:34][C:35]([CH3:38])([CH3:37])[CH3:36])=[O:33])=[N:27][S:28][C:24]=5[CH:23]=4)[C:16]=3[C@H:15]([CH3:48])[CH2:14]2)=O)=CC=1)([O-])=O. Product: [Cl:45][C:42]1[CH:41]=[CH:40][C:39]([CH:29]([C:26]2[C:25]3[CH:46]=[CH:47][C:22]([C:21]4[C:16]5[C@H:15]([CH3:48])[CH2:14][C@@H:13]([OH:12])[C:17]=5[N:18]=[CH:19][N:20]=4)=[CH:23][C:24]=3[S:28][N:27]=2)[CH2:30][NH:31][C:32](=[O:33])[O:34][C:35]([CH3:38])([CH3:37])[CH3:36])=[CH:44][CH:43]=1. The catalyst class is: 1.